This data is from Full USPTO retrosynthesis dataset with 1.9M reactions from patents (1976-2016). The task is: Predict the reactants needed to synthesize the given product. (1) Given the product [Cl:20][CH2:13][C:14]1[N:18]=[C:1]([C:3]2[S:7][C:6]([C:8]([O:10][CH2:11][CH3:12])=[O:9])=[CH:5][CH:4]=2)[O:2][C:15]=1[CH3:16], predict the reactants needed to synthesize it. The reactants are: [CH:1]([C:3]1[S:7][C:6]([C:8]([O:10][CH2:11][CH3:12])=[O:9])=[CH:5][CH:4]=1)=[O:2].[CH3:13][C:14](=[N:18]O)[C:15](=O)[CH3:16].[ClH:20].C(OCC)(=O)C. (2) Given the product [CH2:1]([O:8][C:9]1[CH:14]=[C:13]([O:15][CH2:16][C:17]2[CH:22]=[CH:21][CH:20]=[CH:19][CH:18]=2)[C:12]([CH:23]([CH3:25])[CH3:24])=[CH:11][C:10]=1[C:26]([N:28]1[CH2:36][C:35]2[C:30](=[CH:31][CH:32]=[C:33]([O:37][CH2:41][CH2:40][N:39]([CH3:43])[CH3:38])[CH:34]=2)[CH2:29]1)=[O:27])[C:2]1[CH:7]=[CH:6][CH:5]=[CH:4][CH:3]=1, predict the reactants needed to synthesize it. The reactants are: [CH2:1]([O:8][C:9]1[CH:14]=[C:13]([O:15][CH2:16][C:17]2[CH:22]=[CH:21][CH:20]=[CH:19][CH:18]=2)[C:12]([CH:23]([CH3:25])[CH3:24])=[CH:11][C:10]=1[C:26]([N:28]1[CH2:36][C:35]2[C:30](=[CH:31][CH:32]=[C:33]([OH:37])[CH:34]=2)[CH2:29]1)=[O:27])[C:2]1[CH:7]=[CH:6][CH:5]=[CH:4][CH:3]=1.[CH3:38][N:39]([CH3:43])[CH2:40][CH2:41]Cl.Cl.C([O-])([O-])=O.[K+].[K+]. (3) Given the product [NH:3]1[CH2:4][CH2:5][C:6]([C:8]2[CH:13]=[CH:12][C:11]([OH:14])=[CH:10][CH:9]=2)=[N:17]1, predict the reactants needed to synthesize it. The reactants are: Cl.C[N:3](C)[CH2:4][CH2:5][C:6]([C:8]1[CH:13]=[CH:12][C:11]([OH:14])=[CH:10][CH:9]=1)=O.O.[NH2:17]N. (4) Given the product [CH2:34]([O:33][C:31](=[O:32])[C:30]1[CH:29]=[CH:28][C:27]([NH:26][C:20]([C:17]2[CH:18]=[C:19]3[C:14]([CH:13]([CH3:23])[CH2:12][N:11]3[S:8]([C:6]3[CH:7]=[C:2]([Cl:1])[CH:3]=[CH:4][C:5]=3[O:24][CH3:25])(=[O:9])=[O:10])=[CH:15][CH:16]=2)=[O:21])=[CH:37][CH:36]=1)[CH3:35], predict the reactants needed to synthesize it. The reactants are: [Cl:1][C:2]1[CH:3]=[CH:4][C:5]([O:24][CH3:25])=[C:6]([S:8]([N:11]2[C:19]3[C:14](=[CH:15][CH:16]=[C:17]([C:20](O)=[O:21])[CH:18]=3)[CH:13]([CH3:23])[CH2:12]2)(=[O:10])=[O:9])[CH:7]=1.[NH2:26][C:27]1[CH:37]=[CH:36][C:30]([C:31]([O:33][CH2:34][CH3:35])=[O:32])=[CH:29][CH:28]=1. (5) Given the product [C:29]([N:23]1[CH2:24][CH2:25][C:20]2[N:19]=[C:18]([C:15]3[CH:14]=[CH:13][C:12]([O:11][C@H:9]4[CH2:10][C@H:7]([N:1]5[CH2:2][CH2:3][CH2:4][CH2:5][CH2:6]5)[CH2:8]4)=[CH:17][CH:16]=3)[NH:26][C:21]=2[CH2:22]1)(=[O:31])[CH3:30].[C:29]([N:23]1[CH2:24][CH2:25][C:20]2[N:19]=[C:18]([C:15]3[CH:14]=[CH:13][C:12]([O:11][C@H:9]4[CH2:10][C@@H:7]([N:1]5[CH2:2][CH2:3][CH2:4][CH2:5][CH2:6]5)[CH2:8]4)=[CH:17][CH:16]=3)[NH:26][C:21]=2[CH2:22]1)(=[O:31])[CH3:30], predict the reactants needed to synthesize it. The reactants are: [N:1]1([C@H:7]2[CH2:10][C@H:9]([O:11][C:12]3[CH:17]=[CH:16][C:15]([C:18]4[NH:26][C:21]5[CH:22]=[N:23][CH:24]=[CH:25][C:20]=5[N:19]=4)=[CH:14][CH:13]=3)[CH2:8]2)[CH2:6][CH2:5][CH2:4][CH2:3][CH2:2]1.[H][H].[C:29](O)(=[O:31])[CH3:30]. (6) Given the product [O:12]1[CH2:13][CH2:14][CH2:15][O:16][CH:11]1[C:8]1[CH:9]=[C:10]2[C:5](=[CH:6][CH:7]=1)[N:4]([CH2:17][O:18][CH2:19][CH2:20][Si:21]([CH3:24])([CH3:23])[CH3:22])[N:3]=[C:2]2[N:29]([CH2:28][CH2:27][O:26][CH3:25])[CH3:30], predict the reactants needed to synthesize it. The reactants are: Cl[C:2]1[C:10]2[C:5](=[CH:6][CH:7]=[C:8]([CH:11]3[O:16][CH2:15][CH2:14][CH2:13][O:12]3)[CH:9]=2)[N:4]([CH2:17][O:18][CH2:19][CH2:20][Si:21]([CH3:24])([CH3:23])[CH3:22])[N:3]=1.[CH3:25][O:26][CH2:27][CH2:28][NH:29][CH3:30].C1(P(C2CCCCC2)C2C=CC=CC=2C2C(C(C)C)=CC(C(C)C)=CC=2C(C)C)CCCCC1.C[Si](C)(C)[N-][Si](C)(C)C.[Li+].